This data is from Peptide-MHC class II binding affinity with 134,281 pairs from IEDB. The task is: Regression. Given a peptide amino acid sequence and an MHC pseudo amino acid sequence, predict their binding affinity value. This is MHC class II binding data. (1) The peptide sequence is GVLAGLAFQEMENFL. The MHC is HLA-DQA10501-DQB10302 with pseudo-sequence HLA-DQA10501-DQB10302. The binding affinity (normalized) is 0.585. (2) The peptide sequence is LGQTIRNSRWSSPDN. The MHC is HLA-DQA10101-DQB10501 with pseudo-sequence HLA-DQA10101-DQB10501. The binding affinity (normalized) is 0. (3) The peptide sequence is GKIILVAVHVASGYI. The MHC is HLA-DQA10102-DQB10502 with pseudo-sequence HLA-DQA10102-DQB10502. The binding affinity (normalized) is 0.189. (4) The binding affinity (normalized) is 0.0720. The peptide sequence is LLAMAVLAALFAGAW. The MHC is DRB1_0701 with pseudo-sequence DRB1_0701.